This data is from Forward reaction prediction with 1.9M reactions from USPTO patents (1976-2016). The task is: Predict the product of the given reaction. (1) Given the reactants COC1C=CC(CN(CC2C=CC(OC)=CC=2)C2N=CC(C3C4CCNC=4N=C(N4CCOCC4)N=3)=CN=2)=CC=1.C(N1CCN(C2C=CC(N)=C(C)C=2)CC1)C.C(N1CCNCC1)C.CC1C=CC(N2CCOCC2)=CC=1N.[CH2:79]([N:81]1[CH2:86][CH2:85][N:84]([C:87]2[CH:92]=[CH:91][C:90]([NH:93][C:94]([N:96]3[C:100]4[N:101]=[C:102]([N:130]5[CH2:135][CH2:134][O:133][CH2:132][CH2:131]5)[N:103]=[C:104]([C:105]5[CH:106]=[N:107][C:108]([N:111](CC6C=CC(OC)=CC=6)CC6C=CC(OC)=CC=6)=[N:109][CH:110]=5)[C:99]=4[CH2:98][CH2:97]3)=[O:95])=[C:89]([CH3:136])[CH:88]=2)[CH2:83][CH2:82]1)[CH3:80], predict the reaction product. The product is: [CH2:79]([N:81]1[CH2:86][CH2:85][N:84]([C:87]2[CH:92]=[CH:91][C:90]([NH:93][C:94]([N:96]3[C:100]4[N:101]=[C:102]([N:130]5[CH2:131][CH2:132][O:133][CH2:134][CH2:135]5)[N:103]=[C:104]([C:105]5[CH:110]=[N:109][C:108]([NH2:111])=[N:107][CH:106]=5)[C:99]=4[CH2:98][CH2:97]3)=[O:95])=[C:89]([CH3:136])[CH:88]=2)[CH2:83][CH2:82]1)[CH3:80]. (2) Given the reactants [F:1][C:2]1[CH:3]=[CH:4][C:5]([NH:9][C:10]([C:12]2[C:17]([NH:18][C:19]3[CH:20]=N[CH:22]=[CH:23][CH:24]=3)=[CH:16][CH:15]=[C:14]([CH3:25])[N:13]=2)=[O:11])=[N:6][C:7]=1[CH3:8].BrC1C=CC=[C:29]([F:33])C=1, predict the reaction product. The product is: [F:1][C:2]1[CH:3]=[CH:4][C:5]([NH:9][C:10]([C:12]2[C:17]([NH:18][C:19]3[CH:24]=[CH:23][CH:22]=[C:29]([F:33])[CH:20]=3)=[CH:16][CH:15]=[C:14]([CH3:25])[N:13]=2)=[O:11])=[N:6][C:7]=1[CH3:8]. (3) Given the reactants COC(C1C=C(NS(C2C=CC(C)=CC=2)(=O)=O)C2C(=C(OCC3C=CC=CC=3)C=CC=2)N=1)=O.[CH3:34][O:35][C:36]([C:38]1[CH:47]=[C:46]([OH:48])[C:45]2[C:40](=[C:41]([O:56]CC3C=CC=CC=3)[CH:42]=[C:43]([CH2:49][C:50]3[CH:55]=[CH:54][CH:53]=[CH:52][CH:51]=3)[CH:44]=2)[N:39]=1)=[O:37], predict the reaction product. The product is: [CH3:34][O:35][C:36]([C:38]1[CH:47]=[C:46]([OH:48])[C:45]2[C:40](=[C:41]([OH:56])[CH:42]=[C:43]([CH2:49][C:50]3[CH:51]=[CH:52][CH:53]=[CH:54][CH:55]=3)[CH:44]=2)[N:39]=1)=[O:37]. (4) Given the reactants [Cl:1][C:2]1[CH:3]=[CH:4][C:5]2[N:11]3[CH:12]=[CH:13][CH:14]=[C:10]3[C@@H:9]([CH2:15][CH2:16][N:17]3[CH:21]=[C:20]([CH2:22][O:23][C:24]([CH2:31][CH3:32])([CH2:29][CH3:30])[C:25]([O:27]C)=[O:26])[N:19]=[N:18]3)[O:8][C@H:7]([C:33]3[CH:38]=[CH:37][CH:36]=[C:35]([O:39][CH3:40])[C:34]=3[O:41][CH3:42])[C:6]=2[CH:43]=1.[OH-].[Na+], predict the reaction product. The product is: [Cl:1][C:2]1[CH:3]=[CH:4][C:5]2[N:11]3[CH:12]=[CH:13][CH:14]=[C:10]3[C@@H:9]([CH2:15][CH2:16][N:17]3[CH:21]=[C:20]([CH2:22][O:23][C:24]([CH2:29][CH3:30])([CH2:31][CH3:32])[C:25]([OH:27])=[O:26])[N:19]=[N:18]3)[O:8][C@H:7]([C:33]3[CH:38]=[CH:37][CH:36]=[C:35]([O:39][CH3:40])[C:34]=3[O:41][CH3:42])[C:6]=2[CH:43]=1.